Task: Predict the product of the given reaction.. Dataset: Forward reaction prediction with 1.9M reactions from USPTO patents (1976-2016) (1) Given the reactants [OH:1][CH2:2][C@H:3]([NH:18]C(=O)OC(C)(C)C)[C:4]([N:6]([CH3:17])[C@H:7]1[C:16]2[C:11](=[CH:12][CH:13]=[CH:14][CH:15]=2)[CH2:10][CH2:9][CH2:8]1)=[O:5].[ClH:26].CCOCC, predict the reaction product. The product is: [ClH:26].[NH2:18][C@@H:3]([CH2:2][OH:1])[C:4]([N:6]([CH3:17])[C@H:7]1[C:16]2[C:11](=[CH:12][CH:13]=[CH:14][CH:15]=2)[CH2:10][CH2:9][CH2:8]1)=[O:5]. (2) Given the reactants C[O:2][C:3]1[CH:8]=[C:7]([C:9]2[CH:14]=[CH:13][N:12]=[CH:11][CH:10]=2)[N:6]=[C:5](S(C)(=O)=O)[N:4]=1.[NH2:19][C:20]1[CH:25]=[CH:24][C:23]([S:26]([NH2:29])(=[O:28])=[O:27])=[CH:22][CH:21]=1, predict the reaction product. The product is: [O:2]=[C:3]1[CH:8]=[C:7]([C:9]2[CH:10]=[CH:11][N:12]=[CH:13][CH:14]=2)[NH:6][C:5]([NH:19][C:20]2[CH:25]=[CH:24][C:23]([S:26]([NH2:29])(=[O:27])=[O:28])=[CH:22][CH:21]=2)=[N:4]1. (3) Given the reactants [CH3:1][O:2][C:3]1[C:8]([NH:9][C:10]2[N:15]=[C:14](SC#N)[C:13]([N+:19]([O-:21])=[O:20])=[CH:12][N:11]=2)=[CH:7][CH:6]=[CH:5][N:4]=1.[O:22]1[CH2:27][CH2:26][CH2:25][CH:24]([NH2:28])[CH2:23]1.C(N(CC)C(C)C)(C)C, predict the reaction product. The product is: [CH3:1][O:2][C:3]1[C:8]([NH:9][C:10]2[N:15]=[C:14]([NH:28][CH:24]3[CH2:25][CH2:26][CH2:27][O:22][CH2:23]3)[C:13]([N+:19]([O-:21])=[O:20])=[CH:12][N:11]=2)=[CH:7][CH:6]=[CH:5][N:4]=1. (4) Given the reactants [F:1][C:2]1[CH:7]=[CH:6][C:5]([CH:8]2[C:16]3[C:11](=[CH:12][C:13]([C:17]#[N:18])=[CH:14][CH:15]=3)[CH2:10][O:9]2)=[CH:4][CH:3]=1.[Li+].CC([N-]C(C)C)C.Br[CH2:28][CH2:29][CH2:30][O:31][Si](C(C)(C)C)(C)C, predict the reaction product. The product is: [F:1][C:2]1[CH:7]=[CH:6][C:5]([C:8]2([CH2:28][CH2:29][CH2:30][OH:31])[C:16]3[C:11](=[CH:12][C:13]([C:17]#[N:18])=[CH:14][CH:15]=3)[CH2:10][O:9]2)=[CH:4][CH:3]=1. (5) Given the reactants [O:1]1[C:5]2([CH2:10][CH2:9][CH:8]([CH:11]=O)[CH2:7][CH2:6]2)[O:4][CH2:3][CH2:2]1.C(O)(=O)[CH2:14][C:15]([OH:17])=[O:16].N1CCCCC1, predict the reaction product. The product is: [O:4]1[C:5]2([CH2:6][CH2:7][CH:8]([CH:11]=[CH:14][C:15]([OH:17])=[O:16])[CH2:9][CH2:10]2)[O:1][CH2:2][CH2:3]1. (6) Given the reactants [O:1]1[CH2:6][CH2:5][C:4](=O)[CH2:3][CH2:2]1.[OH2:8], predict the reaction product. The product is: [O:1]1[CH2:6][CH2:5][C:4](=[CH:3][C:2]([O:1][CH2:6][CH3:5])=[O:8])[CH2:3][CH2:2]1.